Dataset: Full USPTO retrosynthesis dataset with 1.9M reactions from patents (1976-2016). Task: Predict the reactants needed to synthesize the given product. Given the product [N:23]12[CH2:22][C@@H:21]([NH:20][C:13]([C:8]3[CH:9]=[C:10]([Cl:12])[CH:11]=[C:5]4[O:4][C:3]([N:2]([CH3:1])[CH3:16])=[N:7][C:6]=34)=[O:15])[CH:26]([CH2:27][CH2:28]1)[CH2:25][CH2:24]2, predict the reactants needed to synthesize it. The reactants are: [CH3:1][N:2]([CH3:16])[C:3]1[O:4][C:5]2[C:6](=[C:8]([C:13]([O-:15])=O)[CH:9]=[C:10]([Cl:12])[CH:11]=2)[N:7]=1.[Li+].Cl.Cl.[NH2:20][C@H:21]1[CH:26]2[CH2:27][CH2:28][N:23]([CH2:24][CH2:25]2)[CH2:22]1.